This data is from CYP2D6 inhibition data for predicting drug metabolism from PubChem BioAssay. The task is: Regression/Classification. Given a drug SMILES string, predict its absorption, distribution, metabolism, or excretion properties. Task type varies by dataset: regression for continuous measurements (e.g., permeability, clearance, half-life) or binary classification for categorical outcomes (e.g., BBB penetration, CYP inhibition). Dataset: cyp2d6_veith. (1) The molecule is O=C1C=C(Nc2ccc(Cl)cc2)CC(c2ccc(Cl)cc2)C1. The result is 1 (inhibitor). (2) The molecule is C[C@H](NCCN(C)C)[C@@H]1CC[C@@H]2[C@H]3CCc4cc(O)ccc4[C@H]3CC[C@@]12C. The result is 0 (non-inhibitor). (3) The compound is COC(Cc1n[nH]c(=S)n1-c1ccc(Cl)cc1)OC. The result is 0 (non-inhibitor).